This data is from Full USPTO retrosynthesis dataset with 1.9M reactions from patents (1976-2016). The task is: Predict the reactants needed to synthesize the given product. (1) Given the product [Cl:14][C:13]1[CH:12]=[CH:11][CH:10]=[C:9]([Cl:15])[C:8]=1[CH2:7][CH:6]1[NH:16][C:17]([CH3:24])=[C:18]([C:19]([O:21][CH2:22][CH3:23])=[O:20])[C:3](=[O:4])[CH2:5]1, predict the reactants needed to synthesize it. The reactants are: CO[C:3]([CH2:5][CH:6]([NH:16][C:17]([CH3:24])=[CH:18][C:19]([O:21][CH2:22][CH3:23])=[O:20])[CH2:7][C:8]1[C:13]([Cl:14])=[CH:12][CH:11]=[CH:10][C:9]=1[Cl:15])=[O:4].CC(C)([O-])C.[K+]. (2) Given the product [Br:20][CH2:17][C:3]1[C:4]([C:13]([F:16])([F:15])[F:14])=[N:5][N:6]([C:7]2[CH:12]=[CH:11][CH:10]=[CH:9][CH:8]=2)[C:2]=1[F:1], predict the reactants needed to synthesize it. The reactants are: [F:1][C:2]1[N:6]([C:7]2[CH:12]=[CH:11][CH:10]=[CH:9][CH:8]=2)[N:5]=[C:4]([C:13]([F:16])([F:15])[F:14])[C:3]=1[CH2:17]O.P(Br)(Br)[Br:20].O. (3) Given the product [O:15]([CH2:25][CH2:26][CH2:27][CH2:28][CH2:29][CH2:30][NH:31][C:32]1[C:41]2[C:36](=[CH:37][CH:38]=[CH:39][CH:40]=2)[N:35]=[CH:34][CH:33]=1)[C:9]1[CH:14]=[CH:13][CH:12]=[CH:11][CH:10]=1, predict the reactants needed to synthesize it. The reactants are: BrCCCCCCBr.[C:9]1([OH:15])[CH:14]=[CH:13][CH:12]=[CH:11][CH:10]=1.O(CC[CH2:25][CH2:26][CH2:27][CH2:28][CH2:29][CH2:30][NH:31][C:32]1[C:41]2[C:36](=[CH:37][CH:38]=[CH:39][CH:40]=2)[N:35]=[CH:34][CH:33]=1)C1C=CC=CC=1.